Dataset: Reaction yield outcomes from USPTO patents with 853,638 reactions. Task: Predict the reaction yield, written as a fraction of the theoretical maximum amount of product (1.0 means a 100% yield; for example, 0.34 means a 34% yield). (1) The reactants are [NH2:1][C:2]1[CH:3]=[C:4]([CH:8]=[CH:9][C:10]=1[O:11][CH3:12])[C:5]([OH:7])=[O:6].S(=O)(=O)(O)O.[CH3:18]O. No catalyst specified. The product is [NH2:1][C:2]1[CH:3]=[C:4]([CH:8]=[CH:9][C:10]=1[O:11][CH3:12])[C:5]([O:7][CH3:18])=[O:6]. The yield is 0.940. (2) The reactants are [C:1]([O:5][C:6]([N:8]([CH2:18][C:19]([O:21][C:22]([CH3:25])([CH3:24])[CH3:23])=[O:20])[C:9]1[CH:14]=[CH:13][CH:12]=[C:11]([CH:15]=[N:16]O)[N:10]=1)=[O:7])([CH3:4])([CH3:3])[CH3:2].[H][H]. The catalyst is [Pd].C(O)C. The product is [C:22]([O:21][C:19](=[O:20])[CH2:18][N:8]([C:9]1[CH:14]=[CH:13][CH:12]=[C:11]([CH2:15][NH2:16])[N:10]=1)[C:6]([O:5][C:1]([CH3:4])([CH3:3])[CH3:2])=[O:7])([CH3:23])([CH3:24])[CH3:25]. The yield is 0.940. (3) The reactants are [OH:1][C:2]1[CH:7]=[CH:6][C:5]([N:8]2[C:12]([CH3:14])([CH3:13])[C:11](=[O:15])[N:10]([C:16]3[CH:23]=[CH:22][C:19]([C:20]#[N:21])=[C:18]([C:24]([F:27])([F:26])[F:25])[CH:17]=3)[C:9]2=[S:28])=[CH:4][CH:3]=1.CC(C)(C(=O)[C@@H:34]([CH2:36][OH:37])[CH3:35])C=O.N(C(N1CCCCC1)=O)=NC(N1CCCCC1)=[O:43].[CH2:58](P(CCCC)CCCC)[CH2:59][CH2:60]C. The catalyst is CC1C=CC=CC=1. The product is [CH3:58][C:59]1([CH3:60])[O:43][C@H:34]([CH2:35][O:1][C:2]2[CH:3]=[CH:4][C:5]([N:8]3[C:12]([CH3:14])([CH3:13])[C:11](=[O:15])[N:10]([C:16]4[CH:23]=[CH:22][C:19]([C:20]#[N:21])=[C:18]([C:24]([F:26])([F:27])[F:25])[CH:17]=4)[C:9]3=[S:28])=[CH:6][CH:7]=2)[CH2:36][O:37]1. The yield is 0.687. (4) The reactants are [I:1][C:2]1[C:10]2[C:5](=[CH:6][C:7]([N+:12]([O-:14])=[O:13])=[C:8]([CH3:11])[CH:9]=2)[NH:4][N:3]=1.[H-].[Na+].[CH3:17]I.Cl. The catalyst is CN(C)C=O. The yield is 0.360. The product is [I:1][C:2]1[C:10]2[C:5](=[CH:6][C:7]([N+:12]([O-:14])=[O:13])=[C:8]([CH3:11])[CH:9]=2)[N:4]([CH3:17])[N:3]=1. (5) The reactants are C([O:3][C:4](=[O:24])[C:5]1[CH:10]=[CH:9][C:8]([O:11][C:12]2[CH:21]=[CH:20][C:15]3[B:16]([OH:19])[O:17][CH2:18][C:14]=3[CH:13]=2)=[CH:7][C:6]=1[O:22][CH3:23])C.[OH-].[Na+].Cl. The catalyst is CO.O. The product is [OH:19][B:16]1[C:15]2[CH:20]=[CH:21][C:12]([O:11][C:8]3[CH:9]=[CH:10][C:5]([C:4]([OH:24])=[O:3])=[C:6]([O:22][CH3:23])[CH:7]=3)=[CH:13][C:14]=2[CH2:18][O:17]1. The yield is 0.860. (6) The reactants are [F:1][C:2]1[CH:10]=[CH:9][C:5]([C:6](Cl)=[O:7])=[CH:4][CH:3]=1.Cl.[F:12][C:13]1[CH:18]=[CH:17][C:16]([NH:19][C:20]([C@H:22]2[CH2:27][CH2:26][CH2:25][NH:24][CH2:23]2)=[O:21])=[CH:15][CH:14]=1.C(N(CC)CC)C. The catalyst is ClCCl. The product is [F:12][C:13]1[CH:14]=[CH:15][C:16]([NH:19][C:20]([C@H:22]2[CH2:27][CH2:26][CH2:25][N:24]([C:6](=[O:7])[C:5]3[CH:9]=[CH:10][C:2]([F:1])=[CH:3][CH:4]=3)[CH2:23]2)=[O:21])=[CH:17][CH:18]=1. The yield is 0.820. (7) The reactants are [F:1][C:2]1[CH:3]=[CH:4][C:5]2[N:10]([C:11]3[CH:16]=[CH:15][CH:14]=[CH:13][C:12]=3[F:17])[S:9](=[O:19])(=[O:18])[NH:8][CH2:7][C:6]=2[CH:20]=1.[Br:21][CH:22](O)[CH3:23]. No catalyst specified. The product is [Br:21][CH2:22][CH2:23][N:8]1[CH2:7][C:6]2[CH:20]=[C:2]([F:1])[CH:3]=[CH:4][C:5]=2[N:10]([C:11]2[CH:16]=[CH:15][CH:14]=[CH:13][C:12]=2[F:17])[S:9]1(=[O:19])=[O:18]. The yield is 0.690. (8) The reactants are [CH2:1]([NH:3][C:4]1[N:9]=[C:8]([NH:10][CH:11]2[CH2:16][CH2:15][CH2:14][CH2:13][CH2:12]2)[C:7](I)=[C:6]([CH3:18])[N:5]=1)[CH3:2].[C:19]([O:23][CH2:24][CH3:25])(=[O:22])[CH:20]=[CH2:21].CCN(CC)CC. The catalyst is CC(N(C)C)=O.CC([O-])=O.CC([O-])=O.[Pd+2]. The product is [CH:11]1([NH:10][C:8]2[C:7](/[CH:21]=[CH:20]/[C:19]([O:23][CH2:24][CH3:25])=[O:22])=[C:6]([CH3:18])[N:5]=[C:4]([NH:3][CH2:1][CH3:2])[N:9]=2)[CH2:16][CH2:15][CH2:14][CH2:13][CH2:12]1. The yield is 0.670. (9) The yield is 0.951. The product is [Br:17][CH2:4][CH2:3][CH:2]([CH3:1])[CH2:6][CH2:7][CH2:8][CH:9]([CH3:11])[CH3:10]. The reactants are [CH3:1][CH:2]([CH2:6][CH2:7][CH2:8][CH:9]([CH3:11])[CH3:10])[CH2:3][CH2:4]O.S(=O)(=O)(O)O.[BrH:17]. No catalyst specified. (10) The reactants are C[O:2][C:3]1[CH:11]=[CH:10][CH:9]=[C:8]([CH3:12])[C:4]=1[C:5]([OH:7])=[O:6].B(Br)(Br)Br. The catalyst is C(Cl)Cl. The product is [OH:2][C:3]1[CH:11]=[CH:10][CH:9]=[C:8]([CH3:12])[C:4]=1[C:5]([OH:7])=[O:6]. The yield is 1.00.